Predict which catalyst facilitates the given reaction. From a dataset of Catalyst prediction with 721,799 reactions and 888 catalyst types from USPTO. (1) Reactant: C(OC(=O)[NH:7][C@@H:8]([CH:31]1[CH2:36][CH2:35][CH2:34][CH2:33][CH2:32]1)[C:9]([N:11]1[CH2:15][CH2:14][CH2:13][C@H:12]1[C:16]1[CH:21]=[CH:20][N:19]=[C:18]([N:22]2[C:26]3[CH:27]=[CH:28][CH:29]=[CH:30][C:25]=3[N:24]=[CH:23]2)[CH:17]=1)=[O:10])(C)(C)C.C(O)(C(F)(F)F)=O. Product: [NH2:7][C@@H:8]([CH:31]1[CH2:36][CH2:35][CH2:34][CH2:33][CH2:32]1)[C:9]([N:11]1[CH2:15][CH2:14][CH2:13][C@H:12]1[C:16]1[CH:21]=[CH:20][N:19]=[C:18]([N:22]2[C:26]3[CH:27]=[CH:28][CH:29]=[CH:30][C:25]=3[N:24]=[CH:23]2)[CH:17]=1)=[O:10]. The catalyst class is: 2. (2) Reactant: [Br:1][C:2]1[CH:3]=[C:4]([CH:7]=[CH:8][C:9]=1[O:10][CH3:11])[CH:5]=[O:6].[BH4-].[Na+].CC(C)=O. Product: [Br:1][C:2]1[CH:3]=[C:4]([CH2:5][OH:6])[CH:7]=[CH:8][C:9]=1[O:10][CH3:11]. The catalyst class is: 92. (3) Reactant: C1(C)C=CC=CC=1.[F:8][C:9]1[CH:36]=[CH:35][C:12]2[S:13][C:14]([S:17]([NH:20][C:21]3[CH:30]=[CH:29][C:24]([C:25](OC)=[O:26])=[CH:23][C:22]=3[S:31]([CH3:34])(=[O:33])=[O:32])(=[O:19])=[O:18])=[C:15]([CH3:16])[C:11]=2[CH:10]=1.[H-].C([Al+]CC(C)C)C(C)C.C(C(C(C([O-])=O)O)O)([O-])=O.[Na+].[K+]. Product: [F:8][C:9]1[CH:36]=[CH:35][C:12]2[S:13][C:14]([S:17]([NH:20][C:21]3[CH:30]=[CH:29][C:24]([CH2:25][OH:26])=[CH:23][C:22]=3[S:31]([CH3:34])(=[O:33])=[O:32])(=[O:19])=[O:18])=[C:15]([CH3:16])[C:11]=2[CH:10]=1. The catalyst class is: 84. (4) Reactant: FC(F)(F)C(O)=O.C(OC([N:15]([CH2:30][C:31]1[CH:36]=[CH:35][CH:34]=[CH:33][CH:32]=1)[NH:16][C:17]([CH:19]1[C:24](=O)[C@:23]2([CH3:29])[C:26]([CH3:28])([CH3:27])[C@H:20]1[CH2:21][CH2:22]2)=[O:18])=O)(C)(C)C. The catalyst class is: 4. Product: [CH2:30]([N:15]1[C:24]2[C@:23]3([CH3:29])[C:26]([CH3:28])([CH3:27])[C@@H:20]([CH2:21][CH2:22]3)[C:19]=2[C:17](=[O:18])[NH:16]1)[C:31]1[CH:36]=[CH:35][CH:34]=[CH:33][CH:32]=1. (5) Reactant: [NH2:1][CH2:2][CH2:3][CH2:4][C:5]1[CH:6]=[C:7]2[C:12](=[CH:13][CH:14]=1)[CH:11]([NH:15][C:16](=[O:38])[CH2:17][CH:18]([NH:26][S:27]([C:30]1[CH:35]=[CH:34][C:33]([Cl:36])=[C:32]([Cl:37])[CH:31]=1)(=[O:29])=[O:28])[C:19]1[CH:24]=[CH:23][C:22]([F:25])=[CH:21][CH:20]=1)[CH2:10][CH2:9][CH2:8]2.[CH:39](=O)[CH:40]([CH3:42])[CH3:41].[BH-](OC(C)=O)(OC(C)=O)OC(C)=O.[Na+]. Product: [Cl:37][C:32]1[CH:31]=[C:30]([S:27]([NH:26][CH:18]([C:19]2[CH:20]=[CH:21][C:22]([F:25])=[CH:23][CH:24]=2)[CH2:17][C:16]([NH:15][CH:11]2[C:12]3[C:7](=[CH:6][C:5]([CH2:4][CH2:3][CH2:2][NH:1][CH2:39][CH:40]([CH3:42])[CH3:41])=[CH:14][CH:13]=3)[CH2:8][CH2:9][CH2:10]2)=[O:38])(=[O:29])=[O:28])[CH:35]=[CH:34][C:33]=1[Cl:36]. The catalyst class is: 585. (6) Reactant: [F:1][C:2]([F:20])([F:19])[C:3]1[CH:4]=[CH:5][C:6]([NH:9][C@@H:10]2[CH2:18][N:13]3[CH2:14][CH2:15][NH:16][CH2:17][C@@H:12]3[CH2:11]2)=[N:7][CH:8]=1.C(N(CC)CC)C.[CH2:28]([CH:30]([CH2:34][CH3:35])[C:31](Cl)=[O:32])[CH3:29]. Product: [CH2:28]([CH:30]([CH2:34][CH3:35])[C:31]([N:16]1[CH2:15][CH2:14][N:13]2[CH2:18][C@@H:10]([NH:9][C:6]3[CH:5]=[CH:4][C:3]([C:2]([F:1])([F:19])[F:20])=[CH:8][N:7]=3)[CH2:11][C@H:12]2[CH2:17]1)=[O:32])[CH3:29]. The catalyst class is: 4.